From a dataset of Full USPTO retrosynthesis dataset with 1.9M reactions from patents (1976-2016). Predict the reactants needed to synthesize the given product. (1) Given the product [S:10]([N:20]1[C:28]2[N:27]=[CH:26][C:25]3[N:24]([C:2]([C:3]([O:5][CH2:6][CH3:7])=[O:4])=[CH:8][N:29]=3)[C:23]=2[CH:22]=[CH:21]1)([C:13]1[CH:14]=[CH:15][C:16]([CH3:17])=[CH:18][CH:19]=1)(=[O:11])=[O:12], predict the reactants needed to synthesize it. The reactants are: Cl[CH:2]([CH:8]=O)[C:3]([O:5][CH2:6][CH3:7])=[O:4].[S:10]([N:20]1[C:28]2[C:23](=[N:24][C:25]([NH2:29])=[CH:26][N:27]=2)[CH:22]=[CH:21]1)([C:13]1[CH:19]=[CH:18][C:16]([CH3:17])=[CH:15][CH:14]=1)(=[O:12])=[O:11].C(O)CCC. (2) Given the product [N:25]1[CH:26]=[CH:27][C:22]([CH:20]([OH:19])[CH2:21][N:11]2[C:10]3[N:9]=[CH:8][CH:7]=[CH:6][C:5]=3[C:4]3[CH2:3][N:2]([CH3:1])[CH2:14][C:13]([CH3:16])([CH3:15])[C:12]2=3)=[CH:23][CH:24]=1, predict the reactants needed to synthesize it. The reactants are: [CH3:1][N:2]1[CH2:14][C:13]([CH3:16])([CH3:15])[C:12]2[NH:11][C:10]3[N:9]=[CH:8][CH:7]=[CH:6][C:5]=3[C:4]=2[CH2:3]1.[H-].[Na+].[O:19]1[CH2:21][CH:20]1[C:22]1[CH:27]=[CH:26][N:25]=[CH:24][CH:23]=1. (3) Given the product [Cl:1][C:2]1[N:7]=[C:6]([N:12]2[CH2:17][CH2:16][O:15][CH2:14][CH2:13]2)[CH:5]=[C:4]([CH2:9][CH2:10][CH3:11])[N:3]=1, predict the reactants needed to synthesize it. The reactants are: [Cl:1][C:2]1[N:7]=[C:6](Cl)[CH:5]=[C:4]([CH2:9][CH2:10][CH3:11])[N:3]=1.[NH:12]1[CH2:17][CH2:16][O:15][CH2:14][CH2:13]1. (4) Given the product [CH2:8]([O:10][C:11]([C:13]1[CH:14]=[N:15][N:16]([CH:19]2[CH2:22][CH2:21][CH2:20]2)[C:17]=1[Cl:38])=[O:12])[CH3:9], predict the reactants needed to synthesize it. The reactants are: N(OC(C)(C)C)=O.[CH2:8]([O:10][C:11]([C:13]1[CH:14]=[N:15][N:16]([CH:19]2[CH2:22][CH2:21][CH2:20]2)[C:17]=1N)=[O:12])[CH3:9].C(OC(C1C(N)=NN(C2CCC2)C=1)=O)C.[ClH:38]. (5) Given the product [F:1][C:2]1[CH:7]=[CH:6][C:5]([C:8]2[N:12]3[CH:13]=[CH:14][C:15]([C:17]([OH:18])([CH3:24])[CH2:21][OH:20])=[N:16][C:11]3=[N:10][CH:9]=2)=[CH:4][C:3]=1[C:25]1[CH:26]=[N:27][CH:28]=[CH:29][CH:30]=1, predict the reactants needed to synthesize it. The reactants are: [F:1][C:2]1[CH:7]=[CH:6][C:5]([C:8]2[N:12]3[CH:13]=[CH:14][C:15]([C:17]4([CH3:24])[CH2:21][O:20]C(C)(C)[O:18]4)=[N:16][C:11]3=[N:10][CH:9]=2)=[CH:4][C:3]=1[C:25]1[CH:26]=[N:27][CH:28]=[CH:29][CH:30]=1.